Dataset: Peptide-MHC class I binding affinity with 185,985 pairs from IEDB/IMGT. Task: Regression. Given a peptide amino acid sequence and an MHC pseudo amino acid sequence, predict their binding affinity value. This is MHC class I binding data. (1) The peptide sequence is KRITVLDIG. The MHC is Mamu-B03 with pseudo-sequence Mamu-B03. The binding affinity (normalized) is 0.638. (2) The peptide sequence is TTKDYFSFKK. The MHC is HLA-A03:01 with pseudo-sequence HLA-A03:01. The binding affinity (normalized) is 0.682.